From a dataset of Peptide-MHC class II binding affinity with 134,281 pairs from IEDB. Regression. Given a peptide amino acid sequence and an MHC pseudo amino acid sequence, predict their binding affinity value. This is MHC class II binding data. (1) The peptide sequence is FMRFFTLGSITAQPV. The MHC is DRB1_0401 with pseudo-sequence DRB1_0401. The binding affinity (normalized) is 0.625. (2) The peptide sequence is AGWLFHVRGARRSGD. The MHC is HLA-DQA10501-DQB10302 with pseudo-sequence HLA-DQA10501-DQB10302. The binding affinity (normalized) is 0.363. (3) The peptide sequence is YDKFLANDSTVLTGK. The binding affinity (normalized) is 0.901. The MHC is DRB3_0202 with pseudo-sequence DRB3_0202.